Predict the reaction yield, written as a fraction of the theoretical maximum amount of product (1.0 means a 100% yield; for example, 0.34 means a 34% yield). From a dataset of Reaction yield outcomes from USPTO patents with 853,638 reactions. (1) The reactants are [Cl:1][C:2]1[CH:7]=[CH:6][C:5]([CH2:8][C@@H:9]([NH:27]C(OC(C)(C)C)=O)[C:10]([N:12]2[CH2:17][CH2:16][N:15]([C:18]3[CH:23]=[CH:22][CH:21]=[CH:20][C:19]=3[N+:24]([O-:26])=[O:25])[CH2:14][CH2:13]2)=[O:11])=[CH:4][CH:3]=1.Cl.[CH2:36]1[C:45]2[C:40](=[CH:41][CH:42]=[CH:43][CH:44]=2)[CH2:39][N:38]([C:46]([O:48][CH2:49][CH:50]2[C:62]3[C:57](=[CH:58][CH:59]=[CH:60][CH:61]=3)[C:56]3[C:51]2=[CH:52][CH:53]=[CH:54][CH:55]=3)=[O:47])[C@H:37]1[C:63]([OH:65])=O.CCN=C=NCCCN(C)C.CI.C1C=NC2N(O)N=NC=2C=1. The catalyst is CCOC(C)=O. The product is [Cl:1][C:2]1[CH:7]=[CH:6][C:5]([CH2:8][C@@H:9]([NH:27][C:63]([C@H:37]2[CH2:36][C:45]3[C:40](=[CH:41][CH:42]=[CH:43][CH:44]=3)[CH2:39][N:38]2[C:46]([O:48][CH2:49][CH:50]2[C:62]3[CH:61]=[CH:60][CH:59]=[CH:58][C:57]=3[C:56]3[C:51]2=[CH:52][CH:53]=[CH:54][CH:55]=3)=[O:47])=[O:65])[C:10]([N:12]2[CH2:13][CH2:14][N:15]([C:18]3[CH:23]=[CH:22][CH:21]=[CH:20][C:19]=3[N+:24]([O-:26])=[O:25])[CH2:16][CH2:17]2)=[O:11])=[CH:4][CH:3]=1. The yield is 1.00. (2) The reactants are [Cl:1][C:2]1[C:7]([F:8])=[C:6](Cl)[N:5]=[C:4]([CH3:10])[N:3]=1.[OH-].[NH4+:12].CO. The catalyst is O. The product is [Cl:1][C:2]1[N:3]=[C:4]([CH3:10])[N:5]=[C:6]([NH2:12])[C:7]=1[F:8]. The yield is 0.670. (3) The reactants are [Br:1]N1C(=O)CCC1=O.C1(P(C2C=CC=CC=2)C2C=CC=CC=2)C=CC=CC=1.O[CH2:29][CH2:30][O:31][CH2:32][C:33]1[CH:40]=[CH:39][C:36]([C:37]#[N:38])=[CH:35][CH:34]=1. The catalyst is C(Cl)Cl.[Al]. The product is [Br:1][CH2:29][CH2:30][O:31][CH2:32][C:33]1[CH:40]=[CH:39][C:36]([C:37]#[N:38])=[CH:35][CH:34]=1. The yield is 0.470. (4) The reactants are [CH3:1][C:2]1[CH:6]=[CH:5][S:4][C:3]=1[C:7]1[C:11]2[CH:12]=[C:13]([N:16]3[C:21](=[O:22])[CH:20]=[C:19]([C:23]([F:26])([F:25])[F:24])[N:18]([CH3:27])[C:17]3=[O:28])[CH:14]=[CH:15][C:10]=2[S:9][N:8]=1.[Br:29]N1C(=O)CCC1=O. The catalyst is C(OOC(=O)C1C=CC=CC=1)(=O)C1C=CC=CC=1.C(Cl)(Cl)(Cl)Cl. The product is [Br:29][CH2:1][C:2]1[CH:6]=[CH:5][S:4][C:3]=1[C:7]1[C:11]2[CH:12]=[C:13]([N:16]3[C:21](=[O:22])[CH:20]=[C:19]([C:23]([F:26])([F:25])[F:24])[N:18]([CH3:27])[C:17]3=[O:28])[CH:14]=[CH:15][C:10]=2[S:9][N:8]=1. The yield is 0.681.